From a dataset of Forward reaction prediction with 1.9M reactions from USPTO patents (1976-2016). Predict the product of the given reaction. (1) The product is: [Cl:1][C:2]1[CH:3]=[C:4]([CH:8]=[CH:9][C:10]=1[C:11]1[CH:20]=[CH:19][C:18]2[C:13](=[CH:14][CH:15]=[C:16]([OH:21])[CH:17]=2)[N:12]=1)[C:5]#[N:7]. Given the reactants [Cl:1][C:2]1[CH:3]=[C:4]([CH:8]=[CH:9][C:10]=1[C:11]1[CH:20]=[CH:19][C:18]2[C:13](=[CH:14][CH:15]=[C:16]([OH:21])[CH:17]=2)[N:12]=1)[C:5]([NH2:7])=O.C(OC(C(F)(F)F)=O)(C(F)(F)F)=O.CCN(CC)CC, predict the reaction product. (2) Given the reactants C(OC([N:8]([CH2:47][CH2:48][NH:49]C(OC(C)(C)C)=O)[CH:9]1[CH2:12][CH:11]([CH2:13][C:14]([NH:16][C@H:17]([B:34]2[O:42]C3C(C)(C4CC(C3)C4(C)C)[O:35]2)[CH2:18][C:19]2[C:20](OC)=[C:21]([CH:29]=[CH:30][CH:31]=2)[C:22]([O:24]C(C)(C)C)=[O:23])=[O:15])[CH2:10]1)=O)(C)(C)C.B(Cl)(Cl)Cl, predict the reaction product. The product is: [NH2:49][CH2:48][CH2:47][NH:8][CH:9]1[CH2:12][CH:11]([CH2:13][C:14]([NH:16][C@H:17]2[CH2:18][C:19]3[CH:31]=[CH:30][CH:29]=[C:21]([C:22]([OH:24])=[O:23])[C:20]=3[O:35][B:34]2[OH:42])=[O:15])[CH2:10]1. (3) Given the reactants Cl[CH2:2][C:3]1[NH:7][N:6]=[N:5][N:4]=1.[NH:8]1[CH2:13][CH2:12][O:11][CH2:10][CH2:9]1, predict the reaction product. The product is: [NH:7]1[C:3]([CH2:2][N:8]2[CH2:13][CH2:12][O:11][CH2:10][CH2:9]2)=[N:4][N:5]=[N:6]1.